This data is from Reaction yield outcomes from USPTO patents with 853,638 reactions. The task is: Predict the reaction yield, written as a fraction of the theoretical maximum amount of product (1.0 means a 100% yield; for example, 0.34 means a 34% yield). The reactants are Cl[C:2]1[N:7]=[C:6]([N:8]2[CH2:13][CH2:12][O:11][CH2:10][CH2:9]2)[N:5]=[C:4]([N:14]2[CH2:19][CH2:18][O:17][CH2:16][CH2:15]2)[N:3]=1.CC1(C)C(C)(C)OB([C:28]2[CH:33]=[CH:32][C:31]([CH2:34][C:35]([OH:37])=[O:36])=[CH:30][CH:29]=2)O1.C(=O)([O-])[O-].[Na+].[Na+]. The catalyst is COCCOC.C(OCC)(=O)C.[Pd].C1(P(C2C=CC=CC=2)C2C=CC=CC=2)C=CC=CC=1.C1(P(C2C=CC=CC=2)C2C=CC=CC=2)C=CC=CC=1.C1(P(C2C=CC=CC=2)C2C=CC=CC=2)C=CC=CC=1.C1(P(C2C=CC=CC=2)C2C=CC=CC=2)C=CC=CC=1. The product is [O:17]1[CH2:18][CH2:19][N:14]([C:4]2[N:5]=[C:6]([N:8]3[CH2:13][CH2:12][O:11][CH2:10][CH2:9]3)[N:7]=[C:2]([C:28]3[CH:33]=[CH:32][C:31]([CH2:34][C:35]([OH:37])=[O:36])=[CH:30][CH:29]=3)[N:3]=2)[CH2:15][CH2:16]1. The yield is 0.180.